Dataset: Catalyst prediction with 721,799 reactions and 888 catalyst types from USPTO. Task: Predict which catalyst facilitates the given reaction. Reactant: [F:1][C:2]([F:33])([F:32])[O:3][C:4]1[CH:5]=[C:6]([C:10]2[NH:11][C:12]([C:15]3[CH:16]=[C:17]([NH:21][C:22]4[CH:30]=[C:29]5[C:25]([CH2:26][C:27](=[O:31])[NH:28]5)=[CH:24][CH:23]=4)[CH:18]=[CH:19][CH:20]=3)=[N:13][N:14]=2)[CH:7]=[CH:8][CH:9]=1.[NH:34]1[CH:38]=[CH:37][CH:36]=[C:35]1[CH:39]=O.N1CCCCC1. Product: [NH:34]1[CH:38]=[CH:37][CH:36]=[C:35]1[CH:39]=[C:26]1[C:25]2[C:29](=[CH:30][C:22]([NH:21][C:17]3[CH:18]=[CH:19][CH:20]=[C:15]([C:12]4[NH:11][C:10]([C:6]5[CH:7]=[CH:8][CH:9]=[C:4]([O:3][C:2]([F:32])([F:1])[F:33])[CH:5]=5)=[N:14][N:13]=4)[CH:16]=3)=[CH:23][CH:24]=2)[NH:28][C:27]1=[O:31]. The catalyst class is: 14.